From a dataset of Forward reaction prediction with 1.9M reactions from USPTO patents (1976-2016). Predict the product of the given reaction. (1) Given the reactants Br[C:2]1[CH:3]=[C:4]([CH:9]=[C:10]([F:12])[CH:11]=1)[C:5]([O:7]C)=[O:6].[Cl:13][C:14]1[C:15]([CH3:30])=[C:16]([OH:29])[CH:17]=[C:18]2[C:22]=1[C:21](=[O:23])[CH:20]([CH:24]1[CH2:28][CH2:27][CH2:26][CH2:25]1)[CH2:19]2, predict the reaction product. The product is: [Cl:13][C:14]1[C:15]([CH3:30])=[C:16]([O:29][CH2:5][C:4]2[CH:3]=[C:2]([C:2]3[CH:11]=[C:10]([F:12])[CH:9]=[C:4]([C:5]([OH:7])=[O:6])[CH:3]=3)[CH:11]=[CH:10][CH:9]=2)[CH:17]=[C:18]2[C:22]=1[C:21](=[O:23])[CH:20]([CH:24]1[CH2:28][CH2:27][CH2:26][CH2:25]1)[CH2:19]2. (2) Given the reactants [CH:1]1([CH2:7][N:8]2[C:16]3[C:11](=[CH:12][CH:13]=[CH:14][C:15]=3[O:17][CH3:18])[C:10]([C:19](=[O:22])[C:20]#[N:21])=[CH:9]2)[CH2:6][CH2:5][CH2:4][CH2:3][CH2:2]1.[CH3:23][O:24][C:25](=[O:29])[C:26](Cl)=[O:27].C(N(C(C)C)C(C)C)C, predict the reaction product. The product is: [CH3:23][O:24][C:25](=[O:29])[C:26]([NH:21][CH2:20][C:19]([C:10]1[C:11]2[C:16](=[C:15]([O:17][CH3:18])[CH:14]=[CH:13][CH:12]=2)[N:8]([CH2:7][CH:1]2[CH2:2][CH2:3][CH2:4][CH2:5][CH2:6]2)[CH:9]=1)=[O:22])=[O:27]. (3) Given the reactants CC(OI1(OC(C)=O)(OC(C)=O)OC(=O)C2C=CC=CC1=2)=O.[C:23]([O:27][C:28]([N:30]1[CH2:34][C@H:33]2[N:35]([C:39](=[O:46])[C:40]3[CH:45]=[CH:44][CH:43]=[CH:42][CH:41]=3)[CH2:36][C@H:37]([OH:38])[C@H:32]2[N:31]1[C:47](=[O:70])[C@@H:48]([NH:53][C:54](=[O:69])[C:55]1[CH:60]=[CH:59][C:58]([NH:61][C:62]([O:64][C:65]([CH3:68])([CH3:67])[CH3:66])=[O:63])=[CH:57][CH:56]=1)[CH2:49][CH:50]([CH3:52])[CH3:51])=[O:29])([CH3:26])([CH3:25])[CH3:24], predict the reaction product. The product is: [C:23]([O:27][C:28]([N:30]1[CH2:34][C@H:33]2[N:35]([C:39](=[O:46])[C:40]3[CH:41]=[CH:42][CH:43]=[CH:44][CH:45]=3)[CH2:36][C:37](=[O:38])[C@H:32]2[N:31]1[C:47](=[O:70])[C@@H:48]([NH:53][C:54](=[O:69])[C:55]1[CH:56]=[CH:57][C:58]([NH:61][C:62]([O:64][C:65]([CH3:68])([CH3:67])[CH3:66])=[O:63])=[CH:59][CH:60]=1)[CH2:49][CH:50]([CH3:52])[CH3:51])=[O:29])([CH3:24])([CH3:25])[CH3:26]. (4) Given the reactants [NH2:1][CH2:2][C:3]1[CH:4]=[C:5]2[C:9](=[CH:10][CH:11]=1)[C:8](=[O:12])[N:7]([CH:13]1[CH2:18][CH2:17][C:16](=[O:19])[NH:15][C:14]1=[O:20])[CH2:6]2.S(O)(=O)(=O)C.[F:26][C:27]([F:38])([C:31]1[CH:36]=[CH:35][CH:34]=[CH:33][C:32]=1[F:37])[C:28](O)=[O:29].C(N(C(C)C)CC)(C)C.F[P-](F)(F)(F)(F)F.CN(C(N(C)C)=[N+]1C2C(=NC=CC=2)[N+]([O-])=N1)C, predict the reaction product. The product is: [O:20]=[C:14]1[CH:13]([N:7]2[CH2:6][C:5]3[C:9](=[CH:10][CH:11]=[C:3]([CH2:2][NH:1][C:28](=[O:29])[C:27]([F:38])([F:26])[C:31]4[CH:36]=[CH:35][CH:34]=[CH:33][C:32]=4[F:37])[CH:4]=3)[C:8]2=[O:12])[CH2:18][CH2:17][C:16](=[O:19])[NH:15]1. (5) Given the reactants [Br:1][C:2]1[CH:3]=[CH:4][C:5]([C:8]#[N:9])=[N:6][CH:7]=1.[C:10](O[C:10]([O:12][C:13]([CH3:16])([CH3:15])[CH3:14])=[O:11])([O:12][C:13]([CH3:16])([CH3:15])[CH3:14])=[O:11].[BH4-].[Na+], predict the reaction product. The product is: [C:13]([O:12][C:10](=[O:11])[NH:9][CH2:8][C:5]1[CH:4]=[CH:3][C:2]([Br:1])=[CH:7][N:6]=1)([CH3:16])([CH3:15])[CH3:14]. (6) Given the reactants Cl[CH2:2][CH2:3][CH2:4][CH:5]1[CH2:9][CH2:8][CH:7]([C:10]2[CH:15]=[CH:14][C:13]([F:16])=[CH:12][CH:11]=2)[N:6]1[S:17]([C:20]1[CH:25]=[CH:24][C:23]([CH3:26])=[CH:22][CH:21]=1)(=[O:19])=[O:18].[NH:27]1[CH:31]=[CH:30][N:29]=[CH:28]1, predict the reaction product. The product is: [F:16][C:13]1[CH:14]=[CH:15][C:10]([CH:7]2[N:6]([S:17]([C:20]3[CH:25]=[CH:24][C:23]([CH3:26])=[CH:22][CH:21]=3)(=[O:19])=[O:18])[CH:5]([CH2:4][CH2:3][CH2:2][N:27]3[CH:31]=[CH:30][N:29]=[CH:28]3)[CH2:9][CH2:8]2)=[CH:11][CH:12]=1.